Dataset: Reaction yield outcomes from USPTO patents with 853,638 reactions. Task: Predict the reaction yield, written as a fraction of the theoretical maximum amount of product (1.0 means a 100% yield; for example, 0.34 means a 34% yield). (1) The reactants are [OH:1][C@@:2]1([C:9]#[C:10][C:11]2[CH:12]=[C:13]([N:17]3[C:25]4[C:20](=[CH:21][C:22]([O:26][CH3:27])=[CH:23][CH:24]=4)[C:19]([C:28]([O:30]C)=O)=[N:18]3)[CH:14]=[CH:15][CH:16]=2)[CH2:6][CH2:5][N:4]([CH3:7])[C:3]1=[O:8].[NH3:32]. The catalyst is CO. The product is [OH:1][C@@:2]1([C:9]#[C:10][C:11]2[CH:12]=[C:13]([N:17]3[C:25]4[C:20](=[CH:21][C:22]([O:26][CH3:27])=[CH:23][CH:24]=4)[C:19]([C:28]([NH2:32])=[O:30])=[N:18]3)[CH:14]=[CH:15][CH:16]=2)[CH2:6][CH2:5][N:4]([CH3:7])[C:3]1=[O:8]. The yield is 0.230. (2) The catalyst is C(OCC)(=O)C. The reactants are C[O:2][C:3]1[CH:4]=[CH:5][C:6]2[O:10][C:9]([C:11]3[CH:16]=[CH:15][C:14]([O:17]C)=[CH:13][CH:12]=3)=[CH:8][C:7]=2[C:19]=1[CH3:20].Cl.N1C=CC=CC=1.Cl. The yield is 0.234. The product is [OH:17][C:14]1[CH:15]=[CH:16][C:11]([C:9]2[O:10][C:6]3[CH:5]=[CH:4][C:3]([OH:2])=[C:19]([CH3:20])[C:7]=3[CH:8]=2)=[CH:12][CH:13]=1.